Dataset: Forward reaction prediction with 1.9M reactions from USPTO patents (1976-2016). Task: Predict the product of the given reaction. (1) Given the reactants CN(CC1N(C[C@@H]2CCCNC2)C2C=CC=CC=2N=1)[C@@H]1C2N=CC=CC=2CCC1.[CH3:30][N:31]([CH2:42][C:43]1[N:47]([CH2:48][C@H:49]2[CH2:54][CH2:53][CH2:52][N:51]([CH3:55])[CH2:50]2)[C:46]2[CH:56]=[CH:57][CH:58]=[CH:59][C:45]=2[N:44]=1)[C@@H:32]1[C:41]2[N:40]=[CH:39][CH:38]=[CH:37][C:36]=2[CH2:35][CH2:34][CH2:33]1, predict the reaction product. The product is: [CH3:30][N:31]([CH2:42][C:43]1[N:47]([CH2:48][C@@H:49]2[CH2:54][CH2:53][CH2:52][N:51]([CH3:55])[CH2:50]2)[C:46]2[CH:56]=[CH:57][CH:58]=[CH:59][C:45]=2[N:44]=1)[C@@H:32]1[C:41]2[N:40]=[CH:39][CH:38]=[CH:37][C:36]=2[CH2:35][CH2:34][CH2:33]1. (2) Given the reactants Cl[C:2]1[NH:3][C:4](=[O:16])[C:5]2[C:10]([CH:11]=1)=[CH:9][CH:8]=[C:7]1[CH:12]=[CH:13][CH:14]=[CH:15][C:6]=21.[CH3:17][N:18]([CH3:25])[CH:19]1[CH2:24][CH2:23][NH:22][CH2:21][CH2:20]1, predict the reaction product. The product is: [CH3:17][N:18]([CH3:25])[CH:19]1[CH2:24][CH2:23][N:22]([C:2]2[NH:3][C:4](=[O:16])[C:5]3[C:10]([CH:11]=2)=[CH:9][CH:8]=[C:7]2[CH:12]=[CH:13][CH:14]=[CH:15][C:6]=32)[CH2:21][CH2:20]1.